From a dataset of TCR-epitope binding with 47,182 pairs between 192 epitopes and 23,139 TCRs. Binary Classification. Given a T-cell receptor sequence (or CDR3 region) and an epitope sequence, predict whether binding occurs between them. (1) The epitope is FTISVTTEIL. The TCR CDR3 sequence is CASSQGQGSTEAFF. Result: 0 (the TCR does not bind to the epitope). (2) The epitope is KLSYGIATV. The TCR CDR3 sequence is CSVEQALMREQYF. Result: 1 (the TCR binds to the epitope). (3) The epitope is YYRRATRRIR. The TCR CDR3 sequence is CASSLVPSGGRNEQFF. Result: 0 (the TCR does not bind to the epitope). (4) The epitope is GTSGSPIINR. The TCR CDR3 sequence is CASSLGTSGSTDTQYF. Result: 0 (the TCR does not bind to the epitope). (5) The epitope is KPLEFGATSAAL. The TCR CDR3 sequence is CASRPGQASTDTQYF. Result: 1 (the TCR binds to the epitope). (6) The epitope is LPPAYTNSF. Result: 0 (the TCR does not bind to the epitope). The TCR CDR3 sequence is CASSFRQGSDTGELFF. (7) The epitope is RLRAEAQVK. The TCR CDR3 sequence is CASRGAQGSVIHIQYF. Result: 0 (the TCR does not bind to the epitope).